From a dataset of NCI-60 drug combinations with 297,098 pairs across 59 cell lines. Regression. Given two drug SMILES strings and cell line genomic features, predict the synergy score measuring deviation from expected non-interaction effect. (1) Cell line: HCC-2998. Synergy scores: CSS=19.9, Synergy_ZIP=-6.29, Synergy_Bliss=-7.10, Synergy_Loewe=-8.63, Synergy_HSA=-3.74. Drug 2: C1C(C(OC1N2C=NC(=NC2=O)N)CO)O. Drug 1: CC1C(C(CC(O1)OC2CC(CC3=C2C(=C4C(=C3O)C(=O)C5=C(C4=O)C(=CC=C5)OC)O)(C(=O)CO)O)N)O.Cl. (2) Drug 1: C1CC(=O)NC(=O)C1N2CC3=C(C2=O)C=CC=C3N. Drug 2: C1=NC2=C(N=C(N=C2N1C3C(C(C(O3)CO)O)F)Cl)N. Cell line: NCI-H226. Synergy scores: CSS=19.0, Synergy_ZIP=-0.0290, Synergy_Bliss=4.29, Synergy_Loewe=-6.93, Synergy_HSA=4.33. (3) Drug 1: CC(CN1CC(=O)NC(=O)C1)N2CC(=O)NC(=O)C2. Drug 2: COC1=C2C(=CC3=C1OC=C3)C=CC(=O)O2. Cell line: UO-31. Synergy scores: CSS=11.3, Synergy_ZIP=3.14, Synergy_Bliss=-0.0122, Synergy_Loewe=-1.69, Synergy_HSA=-1.45.